This data is from PAMPA (Parallel Artificial Membrane Permeability Assay) permeability data from NCATS. The task is: Regression/Classification. Given a drug SMILES string, predict its absorption, distribution, metabolism, or excretion properties. Task type varies by dataset: regression for continuous measurements (e.g., permeability, clearance, half-life) or binary classification for categorical outcomes (e.g., BBB penetration, CYP inhibition). Dataset: pampa_ncats. (1) The molecule is CC1=CC=C(C=C1)N2C(=C3C(=NN(C(=O)C3=N2)CCCC(=O)NC(C)C4=CC=CC=C4)C)C. The result is 1 (high permeability). (2) The compound is COC1=C(C(=C(C=C1)CN2CCC3=NC(=NC=C3C2)N4CCN(CC4)C5=CC=C(C=C5)F)OC)OC. The result is 1 (high permeability). (3) The compound is CC(=CCNC1=NC=NC2=C1NC=N2)C. The result is 1 (high permeability). (4) The drug is C1CN(CCN1C2=CC(=CC=C2)Cl)C(=O)CCCCN3C(=O)C4=C(C=CS4)NC3=O. The result is 1 (high permeability). (5) The molecule is C1CS(=O)(=O)CCN1C(=O)C2=CC=C(C=C2)C3=NC=C4N3C=C(N=C4)C5=CC=CC=C5. The result is 1 (high permeability). (6) The compound is CN1C(=O)C=C2C(=C1C3=CC(=CC=C3)N(C)C)C(=O)N(N2)C4=CC=CC=C4Cl. The result is 1 (high permeability). (7) The result is 1 (high permeability). The compound is CC1=CC(=CC(=C1OCCO)C)C2=NC3=C(C(=CC(=C3)OC)OC)C(=O)N2.